Dataset: Catalyst prediction with 721,799 reactions and 888 catalyst types from USPTO. Task: Predict which catalyst facilitates the given reaction. (1) Reactant: Br[CH2:2][C:3]1[CH:8]=[CH:7][C:6]([NH:9][C:10](=[O:26])[CH2:11][C:12]([CH3:25])([C:14]2[C:19](=[O:20])[C:18]([CH3:21])=[C:17]([CH3:22])[C:16](=[O:23])[C:15]=2[CH3:24])[CH3:13])=[CH:5][CH:4]=1.[OH:27][C:28]1[CH:38]=[CH:37][C:31]2[N:32]=[C:33]([C:35]#[N:36])[S:34][C:30]=2[CH:29]=1.N1C(C)=CC(C)=CC=1C. Product: [C:35]([C:33]1[S:34][C:30]2[CH:29]=[C:28]([O:27][CH2:2][C:3]3[CH:8]=[CH:7][C:6]([NH:9][C:10](=[O:26])[CH2:11][C:12]([CH3:25])([C:14]4[C:19](=[O:20])[C:18]([CH3:21])=[C:17]([CH3:22])[C:16](=[O:23])[C:15]=4[CH3:24])[CH3:13])=[CH:5][CH:4]=3)[CH:38]=[CH:37][C:31]=2[N:32]=1)#[N:36]. The catalyst class is: 1. (2) Reactant: [Cl-].COC1C=C(C=CC=1OC)C[NH:8][C:9]1[C:18]2[C:13](=[CH:14][C:15]([O:19][CH3:20])=[CH:16][CH:17]=2)[C:12]([C:21]2[CH:26]=[CH:25][CH:24]=[CH:23][CH:22]=2)=[C:11]([CH3:27])[NH+:10]=1.FC(F)(F)C(O)=O. Product: [CH3:20][O:19][C:15]1[CH:14]=[C:13]2[C:18](=[CH:17][CH:16]=1)[C:9]([NH2:8])=[N:10][C:11]([CH3:27])=[C:12]2[C:21]1[CH:26]=[CH:25][CH:24]=[CH:23][CH:22]=1. The catalyst class is: 2.